Dataset: Reaction yield outcomes from USPTO patents with 853,638 reactions. Task: Predict the reaction yield, written as a fraction of the theoretical maximum amount of product (1.0 means a 100% yield; for example, 0.34 means a 34% yield). (1) The reactants are [CH2:1]([N:3]([CH2:26][CH3:27])[CH2:4][CH2:5][NH:6][C:7](=[O:25])[C:8]1[CH:13]=[CH:12][C:11]([N:14](S(C)(=O)=O)[S:15]([CH3:18])(=[O:17])=[O:16])=[CH:10][C:9]=1[O:23][CH3:24])[CH3:2].[OH-].[K+].C(=O)(O)[O-].[Na+].C(Cl)Cl. The catalyst is O1CCCC1. The product is [CH2:26]([N:3]([CH2:1][CH3:2])[CH2:4][CH2:5][NH:6][C:7](=[O:25])[C:8]1[CH:13]=[CH:12][C:11]([NH:14][S:15]([CH3:18])(=[O:16])=[O:17])=[CH:10][C:9]=1[O:23][CH3:24])[CH3:27]. The yield is 0.919. (2) The reactants are [O:1]1[C:6]2[CH:7]=[CH:8][C:9]([C:11](=[O:13])[CH3:12])=[CH:10][C:5]=2[CH2:4][CH2:3][CH2:2]1.[H-].[Na+].[F:16][C:17]([F:24])([F:23])[C:18](OCC)=[O:19].O. The catalyst is O1CCCC1. The product is [O:1]1[C:6]2[CH:7]=[CH:8][C:9]([C:11](=[O:13])[CH2:12][C:18](=[O:19])[C:17]([F:24])([F:23])[F:16])=[CH:10][C:5]=2[CH2:4][CH2:3][CH2:2]1. The yield is 1.00. (3) The reactants are [F:1][C:2]([F:13])([F:12])[C:3]1[N:8]=[CH:7][C:6]([CH2:9][C:10]#[N:11])=[CH:5][CH:4]=1.[CH2:14]([N:16]1[C:24]2[C:19](=[CH:20][C:21]([N+]([O-])=O)=[CH:22][CH:23]=2)[C:18]([CH3:28])=[N:17]1)[CH3:15].C([O-])=O.[NH4+]. The catalyst is CO.[Pd]. The product is [CH2:14]([N:16]1[C:24]2[C:19](=[CH:20][C:21]([NH:11][CH2:10][CH2:9][C:6]3[CH:7]=[N:8][C:3]([C:2]([F:12])([F:1])[F:13])=[CH:4][CH:5]=3)=[CH:22][CH:23]=2)[C:18]([CH3:28])=[N:17]1)[CH3:15]. The yield is 0.610. (4) The reactants are [OH:1][CH2:2][CH2:3][CH2:4][O:5][C:6]1[CH:7]=[CH:8][C:9]([C:12]([NH:14][CH3:15])=[O:13])=[N:10][CH:11]=1.[H-].[Na+].Cl[C:19]1[C:20]2[C:27]([C:28]3[CH:33]=[CH:32][N:31]=[CH:30][CH:29]=3)=[CH:26][S:25][C:21]=2[N:22]=[CH:23][N:24]=1.C(O)(=O)C. The catalyst is CN(C)C(=O)C. The product is [CH3:15][NH:14][C:12]([C:9]1[CH:8]=[CH:7][C:6]([O:5][CH2:4][CH2:3][CH2:2][O:1][C:19]2[C:20]3[C:27]([C:28]4[CH:33]=[CH:32][N:31]=[CH:30][CH:29]=4)=[CH:26][S:25][C:21]=3[N:22]=[CH:23][N:24]=2)=[CH:11][N:10]=1)=[O:13]. The yield is 0.680. (5) The reactants are [CH3:1][O:2][C:3]1[CH:4]=[CH:5][CH:6]=[C:7]2[C:11]=1[CH:10]([N:12]1[C:17]3[N:18]=[C:19]([S:22][CH3:23])[N:20]=[CH:21][C:16]=3[CH:15]=[CH:14][C:13]1=[O:24])[CH2:9][CH2:8]2.ClC1C=CC=C(C(OO)=[O:33])C=1. The catalyst is ClCCl. The product is [CH3:1][O:2][C:3]1[CH:4]=[CH:5][CH:6]=[C:7]2[C:11]=1[CH:10]([N:12]1[C:17]3[N:18]=[C:19]([S:22]([CH3:23])=[O:33])[N:20]=[CH:21][C:16]=3[CH:15]=[CH:14][C:13]1=[O:24])[CH2:9][CH2:8]2. The yield is 0.870. (6) The reactants are [NH2:1][C:2]1[C:3]([F:23])=[C:4]([C:9]2[C:10](=[O:22])[N:11]([CH2:20][CH3:21])[C:12]3[C:17]([CH:18]=2)=[CH:16][N:15]=[C:14](Cl)[CH:13]=3)[C:5]([Cl:8])=[CH:6][CH:7]=1.[CH3:24][NH2:25]. The catalyst is O1CCOCC1.[Cl-].[Na+].O. The product is [NH2:1][C:2]1[C:3]([F:23])=[C:4]([C:9]2[C:10](=[O:22])[N:11]([CH2:20][CH3:21])[C:12]3[C:17]([CH:18]=2)=[CH:16][N:15]=[C:14]([NH:25][CH3:24])[CH:13]=3)[C:5]([Cl:8])=[CH:6][CH:7]=1. The yield is 0.880. (7) The reactants are [Si:1]([O:8][CH2:9][C:10]1[CH:15]=[C:14]([C:16]([F:19])([F:18])[F:17])[CH:13]=[CH:12][C:11]=1[C:20]1([OH:26])[CH2:25][CH2:24][CH2:23][CH2:22][CH2:21]1)([C:4]([CH3:7])([CH3:6])[CH3:5])([CH3:3])[CH3:2].[H-].[Na+].I[CH3:30]. The catalyst is O1CCCC1. The product is [CH3:30][O:26][C:20]1([C:11]2[CH:12]=[CH:13][C:14]([C:16]([F:17])([F:18])[F:19])=[CH:15][C:10]=2[CH2:9][O:8][Si:1]([C:4]([CH3:7])([CH3:6])[CH3:5])([CH3:3])[CH3:2])[CH2:21][CH2:22][CH2:23][CH2:24][CH2:25]1. The yield is 0.550. (8) The reactants are [Cl:1][C:2]1[C:10]([N+:11]([O-:13])=[O:12])=[CH:9][CH:8]=[CH:7][C:3]=1C(O)=O.[Br:14]Br. The catalyst is C(Cl)(Cl)(Cl)Cl.[Hg]=O. The product is [Br:14][C:3]1[CH:7]=[CH:8][CH:9]=[C:10]([N+:11]([O-:13])=[O:12])[C:2]=1[Cl:1]. The yield is 0.950.